This data is from Catalyst prediction with 721,799 reactions and 888 catalyst types from USPTO. The task is: Predict which catalyst facilitates the given reaction. Reactant: [H-].[Na+].P(=O)([O-])O[C:5]([CH2:17][CH3:18])(CC)[C:6]1[CH:11]=[CH:10][C:9]([F:12])=[CH:8][C:7]=1[C:13]#[N:14].[F:21][C:22]1[CH:29]=[CH:28]C(C=O)=[CH:24][CH:23]=1.[Na+].[Cl-]. Product: [F:21][C:22]1[CH:29]=[CH:28][C:18]([CH:17]=[CH:5][C:6]2[CH:11]=[CH:10][C:9]([F:12])=[CH:8][C:7]=2[C:13]#[N:14])=[CH:24][CH:23]=1. The catalyst class is: 18.